This data is from Reaction yield outcomes from USPTO patents with 853,638 reactions. The task is: Predict the reaction yield, written as a fraction of the theoretical maximum amount of product (1.0 means a 100% yield; for example, 0.34 means a 34% yield). (1) The reactants are [Si]([O:8][CH:9]([C:22]1[O:23][C:24]([C:27]2[CH:32]=[CH:31][CH:30]=[CH:29][C:28]=2[F:33])=[CH:25][N:26]=1)[CH2:10][CH2:11][CH2:12][CH2:13][CH2:14][CH2:15][C:16]1[CH:21]=[CH:20][CH:19]=[CH:18][CH:17]=1)(C(C)(C)C)(C)C.[Si](OC(C1OC([Sn](CCCC)(CCCC)CCCC)=CN=1)CCCCCCC1C=CC=CC=1)(C(C)(C)C)(C)C.FC1C=CC=CC=1I. No catalyst specified. The product is [F:33][C:28]1[CH:29]=[CH:30][CH:31]=[CH:32][C:27]=1[C:24]1[O:23][C:22]([C:9](=[O:8])[CH2:10][CH2:11][CH2:12][CH2:13][CH2:14][CH2:15][C:16]2[CH:17]=[CH:18][CH:19]=[CH:20][CH:21]=2)=[N:26][CH:25]=1. The yield is 0.980. (2) The reactants are C(=O)([O-])[O-].[K+].[K+].[CH2:7]([O:9][CH2:10][O:11][C:12]1[CH:17]=[C:16]([O:18][CH2:19][O:20][CH2:21][CH3:22])[CH:15]=[CH:14][C:13]=1[OH:23])[CH3:8].I[CH:25]([CH3:27])[CH3:26]. The catalyst is CN(C)C=O. The product is [CH2:7]([O:9][CH2:10][O:11][C:12]1[CH:17]=[C:16]([O:18][CH2:19][O:20][CH2:21][CH3:22])[CH:15]=[CH:14][C:13]=1[O:23][CH:25]([CH3:27])[CH3:26])[CH3:8]. The yield is 0.550. (3) The reactants are Cl.[F:2][C:3]1[CH:8]=[CH:7][CH:6]=[CH:5][C:4]=1[C:9]1[CH:10]=[N:11][NH:12][CH:13]=1.CCN(C(C)C)C(C)C.Cl[C:24](Cl)([O:26]C(=O)OC(Cl)(Cl)Cl)Cl.Cl.[NH2:36][CH2:37][C:38]([N:40]1[CH2:45][CH2:44][N:43]([C:46](=[O:58])[C:47]2[CH:52]=[C:51]([F:53])[CH:50]=[CH:49][C:48]=2[C:54]([F:57])([F:56])[F:55])[CH2:42][CH2:41]1)=[O:39]. The catalyst is C(Cl)Cl.O. The product is [F:53][C:51]1[CH:50]=[CH:49][C:48]([C:54]([F:55])([F:57])[F:56])=[C:47]([CH:52]=1)[C:46]([N:43]1[CH2:42][CH2:41][N:40]([C:38](=[O:39])[CH2:37][NH:36][C:24]([N:12]2[CH:13]=[C:9]([C:4]3[CH:5]=[CH:6][CH:7]=[CH:8][C:3]=3[F:2])[CH:10]=[N:11]2)=[O:26])[CH2:45][CH2:44]1)=[O:58]. The yield is 0.450. (4) The reactants are [CH3:1][C:2]1[CH:11]=[CH:10][CH:9]=[C:8]2[C:3]=1[CH:4]=[CH:5][CH:6]=[C:7]2[OH:12].[C:13](O)(=[O:18])[CH2:14][C:15](O)=[O:16]. No catalyst specified. The product is [OH:18][C:13]1[C:6]2[C:7](=[C:8]3[CH:9]=[CH:10][CH:11]=[C:2]([CH3:1])[C:3]3=[CH:4][CH:5]=2)[O:12][C:15](=[O:16])[CH:14]=1. The yield is 0.430.